This data is from Reaction yield outcomes from USPTO patents with 853,638 reactions. The task is: Predict the reaction yield, written as a fraction of the theoretical maximum amount of product (1.0 means a 100% yield; for example, 0.34 means a 34% yield). (1) The reactants are [CH3:1][C:2]1[CH:3]=[CH:4][C:5]([CH3:8])=[CH:6][CH:7]=1.[C:9]1(=O)[O:13][CH2:12][CH2:11][CH2:10]1. The catalyst is CC1C=CC(C)=CC=1. The product is [CH3:1][C:2]1[CH:7]=[CH:6][C:5]([CH3:8])=[C:4]2[C:3]=1[CH2:9][CH2:10][CH2:11][C:12]2=[O:13]. The yield is 0.304. (2) The product is [C:1]([C:3]1([NH:6][C:7]([C@@H:9]2[CH2:13][C@@H:12]([S:14]([C:17]3[CH:22]=[CH:21][C:20]([F:23])=[CH:19][C:18]=3[Cl:24])(=[O:16])=[O:15])[CH2:11][C@H:10]2[CH2:25][F:27])=[O:8])[CH2:5][CH2:4]1)#[N:2]. The reactants are [C:1]([C:3]1([NH:6][C:7]([C@@H:9]2[CH2:13][C@@H:12]([S:14]([C:17]3[CH:22]=[CH:21][C:20]([F:23])=[CH:19][C:18]=3[Cl:24])(=[O:16])=[O:15])[CH2:11][C@H:10]2[CH2:25]O)=[O:8])[CH2:5][CH2:4]1)#[N:2].[F:27]C(F)(S(F)(=O)=O)C(F)(F)C(F)(F)C(F)(F)F.C(N(CC)CC)C. The yield is 0.240. The catalyst is O1CCCC1. (3) The reactants are O[C:2]1[CH:3]=[C:4]([NH:8][C:9]2[N:14]=[C:13]([NH:15][C:16]3[CH:21]=[CH:20][CH:19]=[C:18](O)[CH:17]=3)[C:12]([F:23])=[CH:11][N:10]=2)[CH:5]=[CH:6][CH:7]=1.[CH2:24]([N:31]1[CH2:36][CH2:35][N:34](C2C=CC(N)=CC=2)[CH2:33][CH2:32]1)[C:25]1[CH:30]=[CH:29][CH:28]=[CH:27][CH:26]=1.Cl[C:45]1[N:50]=[C:49](Cl)[C:48](F)=[CH:47]N=1. No catalyst specified. The product is [CH2:49]([N:50]1[CH2:45][CH2:9][N:8]([C:7]2[CH:6]=[CH:5][C:4]([NH:8][C:9]3[N:14]=[C:13]([NH:15][C:16]4[CH:21]=[CH:20][C:19]([N:34]5[CH2:33][CH2:32][N:31]([CH2:24][C:25]6[CH:26]=[CH:27][CH:28]=[CH:29][CH:30]=6)[CH2:36][CH2:35]5)=[CH:18][CH:17]=4)[C:12]([F:23])=[CH:11][N:10]=3)=[CH:3][CH:2]=2)[CH2:4][CH2:3]1)[C:48]1[CH:47]=[CH:2][CH:7]=[CH:6][CH:5]=1. The yield is 0.640. (4) The reactants are [Br:1][C:2]1[CH:27]=[C:26]([F:28])[CH:25]=[CH:24][C:3]=1[O:4][C:5]1[C:6]([NH:20][C:21]([NH2:23])=[S:22])=[N:7][CH:8]=[C:9]([S:11][C:12]2[CH:17]=[CH:16][CH:15]=[C:14]([O:18][CH3:19])[CH:13]=2)[CH:10]=1.C(N(CC)CC)C.Br[CH2:37][C:38]([CH:40]1[CH2:45][CH2:44][N:43]([C:46]([O:48][C:49]([CH3:52])([CH3:51])[CH3:50])=[O:47])[CH2:42][CH2:41]1)=O. The catalyst is CCO. The product is [Br:1][C:2]1[CH:27]=[C:26]([F:28])[CH:25]=[CH:24][C:3]=1[O:4][C:5]1[C:6]([NH:20][C:21]2[S:22][CH:37]=[C:38]([CH:40]3[CH2:41][CH2:42][N:43]([C:46]([O:48][C:49]([CH3:52])([CH3:51])[CH3:50])=[O:47])[CH2:44][CH2:45]3)[N:23]=2)=[N:7][CH:8]=[C:9]([S:11][C:12]2[CH:17]=[CH:16][CH:15]=[C:14]([O:18][CH3:19])[CH:13]=2)[CH:10]=1. The yield is 0.820. (5) The reactants are [Cl:1][C:2]1[CH:3]=[C:4]([C:8]2[CH:9]=[CH:10][C:11]3[C:17](=[O:18])[CH2:16][CH2:15][CH2:14][N:13](C(OC(C)(C)C)=O)[C:12]=3[N:26]=2)[CH:5]=[CH:6][CH:7]=1. The catalyst is Cl.CO. The product is [Cl:1][C:2]1[CH:3]=[C:4]([C:8]2[CH:9]=[CH:10][C:11]3[C:17](=[O:18])[CH2:16][CH2:15][CH2:14][NH:13][C:12]=3[N:26]=2)[CH:5]=[CH:6][CH:7]=1. The yield is 0.870. (6) The reactants are [CH:1]1([CH2:4][O:5][C:6]2[CH:7]=[CH:8][C:9]3[O:13][C:12]([CH:14]([NH:18][C:19]4[CH:20]=[CH:21][C:22](C(O)=O)=[N:23][CH:24]=4)[CH:15]([CH3:17])[CH3:16])=[C:11]([CH3:28])[C:10]=3[CH:29]=2)[CH2:3][CH2:2]1.CNC[CH2:33][C:34]([O:36][CH2:37][CH3:38])=[O:35].ON1C2C=CC=CC=2N=N1.Cl.C(N=C=NCCCN(C)C)C.[Cl-].[NH4+].[CH3:63][N:64]([CH3:67])[CH:65]=[O:66]. The catalyst is C(N(CC)CC)C. The product is [CH:1]1([CH2:4][O:5][C:6]2[CH:7]=[CH:8][C:9]3[O:13][C:12]([CH:14]([NH:18][C:19]4[CH:20]=[CH:21][C:22]([C:65]([N:64]([CH3:67])[CH2:63][CH2:33][C:34]([O:36][CH2:37][CH3:38])=[O:35])=[O:66])=[N:23][CH:24]=4)[CH:15]([CH3:17])[CH3:16])=[C:11]([CH3:28])[C:10]=3[CH:29]=2)[CH2:3][CH2:2]1. The yield is 0.730. (7) The reactants are [CH2:1]([O:8][C:9]1[CH:16]=[CH:15][C:12]([CH:13]=O)=[CH:11][CH:10]=1)[C:2]1[CH:7]=[CH:6][CH:5]=[CH:4][CH:3]=1.[CH:17]1([NH:25][OH:26])[CH2:24][CH2:23][CH2:22][CH2:21][CH2:20][CH2:19][CH2:18]1.Cl.O. The catalyst is CO. The product is [CH2:1]([O:8][C:9]1[CH:16]=[CH:15][C:12]([CH:13]=[N+:25]([CH:17]2[CH2:24][CH2:23][CH2:22][CH2:21][CH2:20][CH2:19][CH2:18]2)[O-:26])=[CH:11][CH:10]=1)[C:2]1[CH:7]=[CH:6][CH:5]=[CH:4][CH:3]=1. The yield is 0.470.